From a dataset of NCI-60 drug combinations with 297,098 pairs across 59 cell lines. Regression. Given two drug SMILES strings and cell line genomic features, predict the synergy score measuring deviation from expected non-interaction effect. Drug 1: C1CC(C1)(C(=O)O)C(=O)O.[NH2-].[NH2-].[Pt+2]. Drug 2: C1=NNC2=C1C(=O)NC=N2. Cell line: SK-MEL-2. Synergy scores: CSS=11.8, Synergy_ZIP=-5.00, Synergy_Bliss=-8.95, Synergy_Loewe=1.86, Synergy_HSA=0.823.